This data is from Full USPTO retrosynthesis dataset with 1.9M reactions from patents (1976-2016). The task is: Predict the reactants needed to synthesize the given product. Given the product [N:12]1([CH:7]2[CH2:6][CH2:5][C:4]3[CH:3]=[C:2]([C:28]4[CH:29]=[C:24]([CH:25]=[CH:26][CH:27]=4)[C:22]([O:21][C:17]([CH3:19])([CH3:20])[CH3:18])=[O:23])[CH:11]=[CH:10][C:9]=3[CH2:8]2)[CH2:16][CH2:15][CH2:14][CH2:13]1, predict the reactants needed to synthesize it. The reactants are: Br[C:2]1[CH:3]=[C:4]2[C:9](=[CH:10][CH:11]=1)[CH2:8][CH:7]([N:12]1[CH2:16][CH2:15][CH2:14][CH2:13]1)[CH2:6][CH2:5]2.[C:17]([O:21][C:22]([C:24]1[CH:25]=[C:26](B(O)O)[CH:27]=[CH:28][CH:29]=1)=[O:23])([CH3:20])([CH3:19])[CH3:18].C(=O)([O-])[O-].[Na+].[Na+].